This data is from Peptide-MHC class II binding affinity with 134,281 pairs from IEDB. The task is: Regression. Given a peptide amino acid sequence and an MHC pseudo amino acid sequence, predict their binding affinity value. This is MHC class II binding data. (1) The peptide sequence is SDYVYEPFPKRVWEQ. The MHC is DRB1_0301 with pseudo-sequence DRB1_0301. The binding affinity (normalized) is 0.128. (2) The peptide sequence is CGYKDVDKPPFDGMT. The MHC is HLA-DQA10401-DQB10402 with pseudo-sequence HLA-DQA10401-DQB10402. The binding affinity (normalized) is 0.0745.